From a dataset of HIV replication inhibition screening data with 41,000+ compounds from the AIDS Antiviral Screen. Binary Classification. Given a drug SMILES string, predict its activity (active/inactive) in a high-throughput screening assay against a specified biological target. (1) The compound is c1ccc(N=C2C(=Nc3ccccc3)N(C3CCCCC3)C(=NC3CCCCC3)N2c2ccccc2)cc1. The result is 0 (inactive). (2) The molecule is FC(F)(F)c1ccc2c(-c3cc[nH]c3)ccnc2c1. The result is 0 (inactive).